From a dataset of Full USPTO retrosynthesis dataset with 1.9M reactions from patents (1976-2016). Predict the reactants needed to synthesize the given product. (1) Given the product [N:11]1[CH:12]=[CH:13][CH:14]=[C:9]([O:8][C:18]2[N:17]=[C:16]([CH:5]=[O:6])[CH:21]=[CH:20][CH:19]=2)[CH:10]=1, predict the reactants needed to synthesize it. The reactants are: [H-].[Na+].CN(C)[CH:5]=[O:6].[OH:8][C:9]1[CH:10]=[N:11][CH:12]=[CH:13][CH:14]=1.Cl[C:16]1[CH:21]=[CH:20][C:19](C=O)=[CH:18][N:17]=1. (2) Given the product [CH3:1][C:2]1[N:3]([CH2:19][C:20]([NH:33][C:29]2[CH:28]=[C:27]([CH:32]=[CH:31][CH:30]=2)[C:26]([OH:25])=[O:34])=[O:21])[C:4]2[C:9]([CH:10]=1)=[CH:8][C:7]([NH:11][S:12]([C:15]([F:18])([F:16])[F:17])(=[O:14])=[O:13])=[CH:6][CH:5]=2, predict the reactants needed to synthesize it. The reactants are: [CH3:1][C:2]1[N:3]([CH2:19][C:20](O)=[O:21])[C:4]2[C:9]([CH:10]=1)=[CH:8][C:7]([NH:11][S:12]([C:15]([F:18])([F:17])[F:16])(=[O:14])=[O:13])=[CH:6][CH:5]=2.C([O:25][C:26](=[O:34])[C:27]1[CH:32]=[CH:31][CH:30]=[C:29]([NH2:33])[CH:28]=1)C. (3) Given the product [OH:4][CH2:5][C:6]([C:8]1[N:9]=[CH:10][N:11]2[CH:15]=[CH:14][S:13][C:12]=12)=[O:7], predict the reactants needed to synthesize it. The reactants are: C([O:4][CH2:5][C:6]([C:8]1[N:9]=[CH:10][N:11]2[CH:15]=[CH:14][S:13][C:12]=12)=[O:7])(=O)C.C(=O)([O-])[O-].[K+].[K+]. (4) Given the product [CH3:13][O:12][C:9]1[CH:10]=[C:11]2[C:6](=[CH:7][C:8]=1[O:14][CH2:15][CH2:16][CH2:17][N:18]1[CH2:22][CH2:21][CH2:20][CH2:19]1)[N:5]=[CH:4][N:3]=[C:2]2[O:23][C:24]1[CH:33]=[C:32]2[C:27]([C:28](=[O:35])[CH:29]=[C:30]([CH3:34])[O:31]2)=[CH:26][CH:25]=1, predict the reactants needed to synthesize it. The reactants are: Cl[C:2]1[C:11]2[C:6](=[CH:7][C:8]([O:14][CH2:15][CH2:16][CH2:17][N:18]3[CH2:22][CH2:21][CH2:20][CH2:19]3)=[C:9]([O:12][CH3:13])[CH:10]=2)[N:5]=[CH:4][N:3]=1.[OH:23][C:24]1[CH:33]=[C:32]2[C:27]([C:28](=[O:35])[CH:29]=[C:30]([CH3:34])[O:31]2)=[CH:26][CH:25]=1. (5) Given the product [CH3:1][O:2][C:3](=[O:21])[C:4]1[CH:9]=[C:8]([CH2:10][Br:22])[CH:7]=[CH:6][C:5]=1[NH:11][C:12](=[O:20])[C:13]1[CH:18]=[CH:17][C:16]([Cl:19])=[CH:15][CH:14]=1, predict the reactants needed to synthesize it. The reactants are: [CH3:1][O:2][C:3](=[O:21])[C:4]1[CH:9]=[C:8]([CH3:10])[CH:7]=[CH:6][C:5]=1[NH:11][C:12](=[O:20])[C:13]1[CH:18]=[CH:17][C:16]([Cl:19])=[CH:15][CH:14]=1.[Br:22]N1C(=O)CCC1=O.C(OOC(=O)C1C=CC=CC=1)(=O)C1C=CC=CC=1. (6) Given the product [F:1][C:2]1[CH:3]=[C:4]2[C:8](=[CH:9][CH:10]=1)[N:7]([CH2:11][C:12]1[C:21]3[C:16](=[CH:17][CH:18]=[CH:19][CH:20]=3)[CH:15]=[CH:14][CH:13]=1)[C:6]([C:22]([OH:23])=[O:27])=[C:5]2[CH2:25][C:24]([N:32]1[CH2:33][CH2:34][CH:29]([OH:28])[CH2:30][CH2:31]1)=[O:26], predict the reactants needed to synthesize it. The reactants are: [F:1][C:2]1[CH:3]=[C:4]2[C:8](=[CH:9][CH:10]=1)[N:7]([CH2:11][C:12]1[C:21]3[C:16](=[CH:17][CH:18]=[CH:19][CH:20]=3)[CH:15]=[CH:14][CH:13]=1)[C:6]1[C:22](=[O:27])[O:23][C:24](=[O:26])[CH2:25][C:5]2=1.[OH:28][CH:29]1[CH2:34][CH2:33][NH:32][CH2:31][CH2:30]1. (7) Given the product [O:6]1[CH:5]=[CH:4][CH:3]=[C:2]1[CH2:1][N:7]1[CH:18]([OH:19])[CH2:20][CH2:21][S:9][C:8]1=[S:10], predict the reactants needed to synthesize it. The reactants are: [CH2:1]([NH2:7])[C:2]1[O:6][CH:5]=[CH:4][CH:3]=1.[C:8](=[S:10])=[S:9].C(N(CC)CC)C.[CH:18]([CH:20]=[CH2:21])=[O:19].